Dataset: Forward reaction prediction with 1.9M reactions from USPTO patents (1976-2016). Task: Predict the product of the given reaction. Given the reactants [CH2:1]([O:3][C:4](=[O:31])[C:5]1[CH:10]=[CH:9][C:8]([O:11][C:12]2[CH:17]=[CH:16][C:15]([B:18]3[O:22][C:21]([CH3:24])([CH3:23])[C:20]([CH3:26])([CH3:25])[O:19]3)=[C:14]([CH:27]=[O:28])[CH:13]=2)=[CH:7][C:6]=1[O:29][CH3:30])[CH3:2].[BH4-].[Na+], predict the reaction product. The product is: [CH2:1]([O:3][C:4](=[O:31])[C:5]1[CH:10]=[CH:9][C:8]([O:11][C:12]2[CH:17]=[CH:16][C:15]([B:18]3[O:22][C:21]([CH3:23])([CH3:24])[C:20]([CH3:26])([CH3:25])[O:19]3)=[C:14]([CH2:27][OH:28])[CH:13]=2)=[CH:7][C:6]=1[O:29][CH3:30])[CH3:2].